Dataset: Full USPTO retrosynthesis dataset with 1.9M reactions from patents (1976-2016). Task: Predict the reactants needed to synthesize the given product. (1) The reactants are: [C:1]([C:5]1[CH:6]=[C:7]([CH2:25][CH:26]([O:32][CH2:33][CH3:34])[C:27]([O:29]CC)=[O:28])[CH:8]=[CH:9][C:10]=1[O:11][CH2:12][CH2:13][C:14]1[CH:19]=[CH:18][C:17]([O:20][S:21]([CH3:24])(=[O:23])=[O:22])=[CH:16][CH:15]=1)([CH3:4])([CH3:3])[CH3:2].[OH-].[Li+]. Given the product [C:1]([C:5]1[CH:6]=[C:7]([CH2:25][CH:26]([O:32][CH2:33][CH3:34])[C:27]([OH:29])=[O:28])[CH:8]=[CH:9][C:10]=1[O:11][CH2:12][CH2:13][C:14]1[CH:19]=[CH:18][C:17]([O:20][S:21]([CH3:24])(=[O:22])=[O:23])=[CH:16][CH:15]=1)([CH3:4])([CH3:2])[CH3:3], predict the reactants needed to synthesize it. (2) Given the product [Br:1][C:2]1[CH:3]=[N:4][CH:5]=[C:6]([N+:9]([O-:11])=[O:10])[C:7]=1[Cl:25], predict the reactants needed to synthesize it. The reactants are: [Br:1][C:2]1[CH:3]=[N:4][CH:5]=[C:6]([N+:9]([O-:11])=[O:10])[C:7]=1O.C(N(CC)C1C=CC=CC=1)C.P(Cl)(Cl)([Cl:25])=O. (3) Given the product [C:17]([O:20][C:21]([NH:2][C@H:3]1[CH2:8][CH2:7][C@H:6]([OH:9])[CH2:5][CH2:4]1)=[O:22])([CH3:19])([CH3:18])[CH3:16], predict the reactants needed to synthesize it. The reactants are: O.[NH2:2][C@H:3]1[CH2:8][CH2:7][C@H:6]([OH:9])[CH2:5][CH2:4]1.C(=O)([O-])[O-].[K+].[K+].[CH3:16][C:17]([O:20][C:21](O[C:21]([O:20][C:17]([CH3:19])([CH3:18])[CH3:16])=[O:22])=[O:22])([CH3:19])[CH3:18]. (4) Given the product [C:17]1([CH3:18])[CH:19]=[CH:20][C:14]([S:11]([O:1][CH2:2][C:3]2([CH2:9][O:10][S:11]([C:14]3[CH:20]=[CH:19][C:17]([CH3:18])=[CH:16][CH:15]=3)(=[O:13])=[O:12])[CH2:8][CH2:7][S:6][CH2:5][S:4]2)(=[O:13])=[O:12])=[CH:15][CH:16]=1, predict the reactants needed to synthesize it. The reactants are: [OH:1][CH2:2][C:3]1([CH2:9][OH:10])[CH2:8][CH2:7][S:6][CH2:5][S:4]1.[S:11](Cl)([C:14]1[CH:20]=[CH:19][C:17]([CH3:18])=[CH:16][CH:15]=1)(=[O:13])=[O:12]. (5) Given the product [BrH:40].[NH2:21][CH2:20][C:19]([NH:18][C@H:13]1[CH2:14][CH2:15][CH2:16][CH2:17][C@H:12]1[NH:11][C:9](=[O:10])[C:8]1[CH:7]=[CH:6][C:5]([S:2]([NH2:1])(=[O:4])=[O:3])=[CH:34][CH:33]=1)=[O:32], predict the reactants needed to synthesize it. The reactants are: [NH2:1][S:2]([C:5]1[CH:34]=[CH:33][C:8]([C:9]([NH:11][C@H:12]2[CH2:17][CH2:16][CH2:15][CH2:14][C@H:13]2[NH:18][C:19](=[O:32])[CH2:20][NH:21]C(=O)OCC2C=CC=CC=2)=[O:10])=[CH:7][CH:6]=1)(=[O:4])=[O:3].CCOCC.[BrH:40].CC(O)=O.